From a dataset of Full USPTO retrosynthesis dataset with 1.9M reactions from patents (1976-2016). Predict the reactants needed to synthesize the given product. The reactants are: [CH3:1][C:2]1[O:6][N:5]=[C:4]([C:7]2[CH:12]=[CH:11][CH:10]=[CH:9][CH:8]=2)[C:3]=1[C:13]([NH:15][NH2:16])=[O:14].[NH:17]1[C:25]2[C:20](=[CH:21][C:22]([C:26](O)=O)=[CH:23][CH:24]=2)[CH:19]=[CH:18]1. Given the product [CH3:1][C:2]1[O:6][N:5]=[C:4]([C:7]2[CH:12]=[CH:11][CH:10]=[CH:9][CH:8]=2)[C:3]=1[C:13]1[O:14][C:26]([C:22]2[CH:21]=[C:20]3[C:25](=[CH:24][CH:23]=2)[NH:17][CH:18]=[CH:19]3)=[N:16][N:15]=1, predict the reactants needed to synthesize it.